Task: Predict which catalyst facilitates the given reaction.. Dataset: Catalyst prediction with 721,799 reactions and 888 catalyst types from USPTO (1) Reactant: [CH:1]([O:4][C:5]1[CH:6]=[C:7]([CH:10]=[CH:11][CH:12]=1)[CH:8]=[O:9])([CH3:3])[CH3:2].[BH4-].[Na+].C(Cl)Cl. Product: [CH:1]([O:4][C:5]1[CH:6]=[C:7]([CH:10]=[CH:11][CH:12]=1)[CH2:8][OH:9])([CH3:3])[CH3:2]. The catalyst class is: 5. (2) Reactant: [F:1][C:2]1[C:7]([CH3:8])=[CH:6][C:5]([NH:9][C:10]2[N:15]=[C:14]([NH:16][C:17]3[CH:18]=[CH:19][C:20]4[O:24][C:23](=[O:25])[NH:22][C:21]=4[CH:26]=3)[C:13]([CH3:27])=[CH:12][N:11]=2)=[CH:4][C:3]=1[O:28][CH3:29].[C:30]1([S:36]([OH:39])(=[O:38])=[O:37])[CH:35]=[CH:34][CH:33]=[CH:32][CH:31]=1. Product: [S:36]([C:30]1[CH:35]=[CH:34][CH:33]=[CH:32][CH:31]=1)([OH:39])(=[O:38])=[O:37].[F:1][C:2]1[C:7]([CH3:8])=[CH:6][C:5]([NH:9][C:10]2[N:15]=[C:14]([NH:16][C:17]3[CH:18]=[CH:19][C:20]4[O:24][C:23](=[O:25])[NH:22][C:21]=4[CH:26]=3)[C:13]([CH3:27])=[CH:12][N:11]=2)=[CH:4][C:3]=1[O:28][CH3:29]. The catalyst class is: 5. (3) Reactant: [BH4-].[Na+].[CH3:3][O:4][C:5]1[CH:6]=[C:7]([C:11]23[C:20](=[O:21])[CH2:19][CH2:18][CH2:17][C:16]2=[C:15]([CH3:22])[C:14](=[O:23])[CH2:13][CH2:12]3)[CH:8]=[CH:9][CH:10]=1.C(O)(=O)C. The catalyst class is: 8. Product: [OH:21][CH:20]1[CH2:19][CH2:18][CH2:17][C:16]2[C:11]1([C:7]1[CH:8]=[CH:9][CH:10]=[C:5]([O:4][CH3:3])[CH:6]=1)[CH2:12][CH2:13][C:14](=[O:23])[C:15]=2[CH3:22]. (4) Reactant: B(Br)(Br)Br.C[O:6][C:7]1[CH:15]=[CH:14][C:13]2[NH:12][C:11]3[CH:16]([CH2:19][C:20]([O:22][CH2:23][CH3:24])=[O:21])[CH2:17][CH2:18][C:10]=3[C:9]=2[CH:8]=1.C([O-])([O-])=O.[K+].[K+]. Product: [OH:6][C:7]1[CH:15]=[CH:14][C:13]2[NH:12][C:11]3[CH:16]([CH2:19][C:20]([O:22][CH2:23][CH3:24])=[O:21])[CH2:17][CH2:18][C:10]=3[C:9]=2[CH:8]=1. The catalyst class is: 2. (5) Reactant: [N+:1]([C:4]1[CH:5]=[CH:6]C(C=C)=[N:8][CH:9]=1)([O-:3])=[O:2].C[N+]1([O-])CC[O:16]CC1.[CH3:20][C:21]([CH3:23])=[O:22]. Product: [N+:1]([C:4]1[CH:5]=[CH:6][C:20]([CH:21]([OH:22])[CH2:23][OH:16])=[N:8][CH:9]=1)([O-:3])=[O:2]. The catalyst class is: 771. (6) Reactant: [F:1][C:2]1[CH:7]=[CH:6][C:5]([CH:8]([C:15]2[C:23]3[C:18](=[C:19]([CH2:24][S:25][CH3:26])[CH:20]=[CH:21][CH:22]=3)[NH:17][CH:16]=2)[CH2:9][C:10](OCC)=[O:11])=[C:4]([CH3:27])[CH:3]=1.[H-].[Al+3].[Li+].[H-].[H-].[H-].Cl. Product: [F:1][C:2]1[CH:7]=[CH:6][C:5]([CH:8]([C:15]2[C:23]3[C:18](=[C:19]([CH2:24][S:25][CH3:26])[CH:20]=[CH:21][CH:22]=3)[NH:17][CH:16]=2)[CH2:9][CH2:10][OH:11])=[C:4]([CH3:27])[CH:3]=1. The catalyst class is: 7. (7) Reactant: [N:1]1([C:5]([C:7]2[CH:8]=[C:9]([Cl:37])[C:10]([O:13][C:14]3[CH:15]=[C:16]([C:26]4[NH:30][C:29]([C:31]([NH:33][CH2:34][CH2:35]Cl)=[O:32])=[CH:28][CH:27]=4)[CH:17]=[C:18]([O:20][C@@H:21]([CH3:25])[CH2:22][O:23][CH3:24])[CH:19]=3)=[N:11][CH:12]=2)=[O:6])[CH2:4][CH2:3][CH2:2]1.[H-].[Na+].[Cl-].[NH4+]. The catalyst class is: 7. Product: [N:1]1([C:5]([C:7]2[CH:8]=[C:9]([Cl:37])[C:10]([O:13][C:14]3[CH:19]=[C:18]([O:20][C@@H:21]([CH3:25])[CH2:22][O:23][CH3:24])[CH:17]=[C:16]([C:26]4[NH:30][C:29]([C:31]5[O:32][CH2:35][CH2:34][N:33]=5)=[CH:28][CH:27]=4)[CH:15]=3)=[N:11][CH:12]=2)=[O:6])[CH2:2][CH2:3][CH2:4]1. (8) Reactant: C(OC([N:8]1[CH2:13][CH2:12][N:11]([C:14]([O:16][CH2:17][C:18]2[CH:23]=[CH:22][CH:21]=[CH:20][CH:19]=2)=[O:15])[C:10]([CH3:25])([CH3:24])[CH2:9]1)=O)(C)(C)C.[C:26]([OH:32])([C:28]([F:31])([F:30])[F:29])=[O:27]. Product: [F:29][C:28]([F:31])([F:30])[C:26]([OH:32])=[O:27].[CH2:17]([O:16][C:14]([N:11]1[CH2:12][CH2:13][NH:8][CH2:9][C:10]1([CH3:25])[CH3:24])=[O:15])[C:18]1[CH:19]=[CH:20][CH:21]=[CH:22][CH:23]=1. The catalyst class is: 2. (9) Reactant: [CH3:1][C:2]1([CH3:31])[C:10]2[C:5](=[CH:6][C:7]([N:11]3[C:15](=[O:16])[C:14]([CH3:18])([CH3:17])[N:13]([CH2:19][C:20]4[C:29]5[C:24](=[CH:25][CH:26]=[CH:27][CH:28]=5)[N:23]=[CH:22][CH:21]=4)[C:12]3=[O:30])=[CH:8][CH:9]=2)[NH:4][CH2:3]1.Cl[CH2:33][C:34](Cl)=[O:35].[NH:37]1[CH2:42][CH2:41][O:40][CH2:39][CH2:38]1. Product: [CH3:1][C:2]1([CH3:31])[C:10]2[C:5](=[CH:6][C:7]([N:11]3[C:15](=[O:16])[C:14]([CH3:17])([CH3:18])[N:13]([CH2:19][C:20]4[C:29]5[C:24](=[CH:25][CH:26]=[CH:27][CH:28]=5)[N:23]=[CH:22][CH:21]=4)[C:12]3=[O:30])=[CH:8][CH:9]=2)[N:4]([C:34](=[O:35])[CH2:33][N:37]2[CH2:42][CH2:41][O:40][CH2:39][CH2:38]2)[CH2:3]1. The catalyst class is: 26.